From a dataset of Reaction yield outcomes from USPTO patents with 853,638 reactions. Predict the reaction yield, written as a fraction of the theoretical maximum amount of product (1.0 means a 100% yield; for example, 0.34 means a 34% yield). (1) The reactants are [S:1]1[CH:5]=[CH:4][C:3]([CH:6]=[O:7])=[CH:2]1.[CH2:8](O)[CH2:9][OH:10].CC1C=CC(S([O-])(=O)=O)=CC=1.C1C=C[NH+]=CC=1. The catalyst is C1(C)C=CC=CC=1. The product is [O:7]1[CH2:8][CH2:9][O:10][CH:6]1[C:3]1[CH:4]=[CH:5][S:1][CH:2]=1. The yield is 0.867. (2) The reactants are Cl[C:2]1[N:3]=[C:4]([O:20][C:21]2[CH:26]=[CH:25][CH:24]=[C:23]([N+:27]([O-:29])=[O:28])[CH:22]=2)[C:5]2[C:10]([F:11])=[CH:9][N:8]([CH2:12][O:13][CH2:14][CH2:15][Si:16]([CH3:19])([CH3:18])[CH3:17])[C:6]=2[N:7]=1.[CH3:30][N:31]1[CH:35]=[CH:34][C:33]([NH2:36])=[N:32]1.C([O-])([O-])=O.[Cs+].[Cs+].CC1(C)C2C(=C(P(C3C=CC=CC=3)C3C=CC=CC=3)C=CC=2)OC2C(P(C3C=CC=CC=3)C3C=CC=CC=3)=CC=CC1=2. The catalyst is O1CCOCC1.C1C=CC(/C=C/C(/C=C/C2C=CC=CC=2)=O)=CC=1.C1C=CC(/C=C/C(/C=C/C2C=CC=CC=2)=O)=CC=1.C1C=CC(/C=C/C(/C=C/C2C=CC=CC=2)=O)=CC=1.[Pd].[Pd]. The product is [F:11][C:10]1[C:5]2[C:4]([O:20][C:21]3[CH:26]=[CH:25][CH:24]=[C:23]([N+:27]([O-:29])=[O:28])[CH:22]=3)=[N:3][C:2]([NH:36][C:33]3[CH:34]=[CH:35][N:31]([CH3:30])[N:32]=3)=[N:7][C:6]=2[N:8]([CH2:12][O:13][CH2:14][CH2:15][Si:16]([CH3:19])([CH3:18])[CH3:17])[CH:9]=1. The yield is 0.950.